Dataset: Reaction yield outcomes from USPTO patents with 853,638 reactions. Task: Predict the reaction yield, written as a fraction of the theoretical maximum amount of product (1.0 means a 100% yield; for example, 0.34 means a 34% yield). (1) The reactants are Br.[CH:2]([NH:5][C:6]1[S:7][CH:8]=[C:9]([C:11]([OH:13])=O)[N:10]=1)([CH3:4])[CH3:3].[NH2:14][C:15]1[CH:20]=[C:19]([O:21][CH3:22])[CH:18]=[CH:17][C:16]=1[C:23](=[O:25])[CH3:24].O=P(Cl)(Cl)Cl.C([O-])(O)=O.[Na+]. The catalyst is N1C=CC=CC=1. The product is [C:23]([C:16]1[CH:17]=[CH:18][C:19]([O:21][CH3:22])=[CH:20][C:15]=1[NH:14][C:11]([C:9]1[N:10]=[C:6]([NH:5][CH:2]([CH3:3])[CH3:4])[S:7][CH:8]=1)=[O:13])(=[O:25])[CH3:24]. The yield is 0.760. (2) The reactants are [N+:1]([C:4]1[CH:5]=[C:6]([CH2:10][C:11]([OH:13])=O)[CH:7]=[CH:8][CH:9]=1)([O-:3])=[O:2].C(N1C=CN=C1)(N1C=CN=C1)=O.[C:26]([O:32][CH2:33][CH3:34])(=[O:31])[CH2:27]C([O-])=O. The catalyst is O1CCCC1.C(OCC)(=O)C. The product is [N+:1]([C:4]1[CH:5]=[C:6]([CH2:10][C:11](=[O:13])[CH2:27][C:26]([O:32][CH2:33][CH3:34])=[O:31])[CH:7]=[CH:8][CH:9]=1)([O-:3])=[O:2]. The yield is 0.720. (3) The product is [Br:1][C:2]1[CH:3]=[C:4]([C:8](=[O:15])[CH2:9][CH:10]([OH:14])[CH2:11][CH:12]=[CH2:13])[CH:5]=[CH:6][CH:7]=1. The reactants are [Br:1][C:2]1[CH:3]=[C:4]([CH:8]([OH:15])[CH2:9][CH:10]([OH:14])[CH2:11][CH:12]=[CH2:13])[CH:5]=[CH:6][CH:7]=1. The catalyst is ClCCl.[O-2].[Mn+4].[O-2]. The yield is 0.820. (4) The reactants are [N:1]1[C:9]([NH:10][C@H:11]([C:13]2[N:14]([C:26]3[CH:31]=[CH:30][CH:29]=[CH:28][CH:27]=3)[C:15](=[O:25])[C:16]3[C:21]([CH:22]=2)=[CH:20][CH:19]=[CH:18][C:17]=3[CH:23]=O)[CH3:12])=[C:8]2[C:4]([NH:5][CH:6]=[N:7]2)=[N:3][CH:2]=1.Cl.[NH2:33]O. The catalyst is CN1CCCC1=O. The product is [N:1]1[C:9]([NH:10][C@H:11]([C:13]2[N:14]([C:26]3[CH:31]=[CH:30][CH:29]=[CH:28][CH:27]=3)[C:15](=[O:25])[C:16]3[C:21]([CH:22]=2)=[CH:20][CH:19]=[CH:18][C:17]=3[C:23]#[N:33])[CH3:12])=[C:8]2[C:4]([NH:5][CH:6]=[N:7]2)=[N:3][CH:2]=1. The yield is 0.280.